Dataset: Catalyst prediction with 721,799 reactions and 888 catalyst types from USPTO. Task: Predict which catalyst facilitates the given reaction. (1) Product: [OH:26][C:4]1[CH:3]=[C:2]([CH3:1])[C:7]2[C:8](=[O:9])[O:10][C:11]3[C:12]([CH3:23])=[C:13]([O:21][CH3:22])[CH:14]=[C:15]([C:18]([OH:20])=[O:19])[C:16]=3[O:17][C:6]=2[C:5]=1[CH2:24][OH:25]. The catalyst class is: 8. Reactant: [CH3:1][C:2]1[C:7]2[C:8]([O:10][C:11]3[C:12]([CH3:23])=[C:13]([O:21][CH3:22])[CH:14]=[C:15]([C:18]([OH:20])=[O:19])[C:16]=3[O:17][C:6]=2[C:5]([CH:24]=[O:25])=[C:4]([OH:26])[CH:3]=1)=[O:9].[BH4-].[Na+].O.Cl. (2) Reactant: FC(F)(F)C(O)=O.IC[C:10]1[CH:18]=[C:17]([O:19][CH2:20][CH2:21][O:22][C:23](=[O:39])[C@H:24]([CH:36]([CH3:38])[CH3:37])[NH:25][C:26]([O:28][CH2:29][C:30]2[CH:35]=[CH:34][CH:33]=[CH:32][CH:31]=2)=[O:27])[CH:16]=[CH:15][C:11]=1[C:12]([OH:14])=[O:13]. The catalyst class is: 4. Product: [CH2:29]([O:28][C:26]([NH:25][C@H:24]([C:23]([O:22][CH2:21][CH2:20][O:19][C:17]1[CH:18]=[CH:10][C:11]([C:12]([OH:14])=[O:13])=[CH:15][CH:16]=1)=[O:39])[CH:36]([CH3:38])[CH3:37])=[O:27])[C:30]1[CH:31]=[CH:32][CH:33]=[CH:34][CH:35]=1. (3) Reactant: C([N:14]1[N:18]=[N:17][C:16]([C:19]2[CH:24]=[C:23]([C:25]3[C:34]4[C:29](=[CH:30][CH:31]=[CH:32][CH:33]=4)[C:28]([CH3:35])=[CH:27][CH:26]=3)[CH:22]=[C:21]([C:36]3[C:45]4[C:40](=[CH:41][CH:42]=[CH:43][CH:44]=4)[C:39]([CH3:46])=[CH:38][CH:37]=3)[CH:20]=2)=[N:15]1)(C1C=CC=CC=1)C1C=CC=CC=1.C1(OC)C=CC=CC=1.C(O)(C(F)(F)F)=O. Product: [CH3:46][C:39]1[C:40]2[C:45](=[CH:44][CH:43]=[CH:42][CH:41]=2)[C:36]([C:21]2[CH:20]=[C:19]([C:16]3[N:15]=[N:14][NH:18][N:17]=3)[CH:24]=[C:23]([C:25]3[C:34]4[C:29](=[CH:30][CH:31]=[CH:32][CH:33]=4)[C:28]([CH3:35])=[CH:27][CH:26]=3)[CH:22]=2)=[CH:37][CH:38]=1. The catalyst class is: 4. (4) Reactant: Br[C:2]1[N:19]([CH2:20][C@H:21]2[CH2:26][CH2:25][C@H:24]([CH3:27])[CH2:23][CH2:22]2)[C:5]2[C:6]([C:12]3[CH:13]=[N:14][CH:15]=[C:16]([Cl:18])[CH:17]=3)=[N:7][C:8]([C:10]#[N:11])=[CH:9][C:4]=2[N:3]=1.[NH2:28][C:29]1[CH:34]=[CH:33][CH:32]=[CH:31][N:30]=1.C1C=CC(P(C2C(C3C(P(C4C=CC=CC=4)C4C=CC=CC=4)=CC=C4C=3C=CC=C4)=C3C(C=CC=C3)=CC=2)C2C=CC=CC=2)=CC=1.CC(C)([O-])C.[K+]. Product: [Cl:18][C:16]1[CH:17]=[C:12]([C:6]2[C:5]3[N:19]([CH2:20][C@H:21]4[CH2:26][CH2:25][C@H:24]([CH3:27])[CH2:23][CH2:22]4)[C:2]([NH:28][C:29]4[CH:34]=[CH:33][CH:32]=[CH:31][N:30]=4)=[N:3][C:4]=3[CH:9]=[C:8]([C:10]#[N:11])[N:7]=2)[CH:13]=[N:14][CH:15]=1. The catalyst class is: 101. (5) Reactant: [NH:1]([C:3]([C@@H:5]1[CH2:9][CH2:8][CH2:7][N:6]1[C:10]([O:12][C:13]([CH3:16])([CH3:15])[CH3:14])=[O:11])=[O:4])[NH2:2].[Si:17]([O:34][CH2:35][C:36](O)=[O:37])([C:30]([CH3:33])([CH3:32])[CH3:31])([C:24]1[CH:29]=[CH:28][CH:27]=[CH:26][CH:25]=1)[C:18]1[CH:23]=[CH:22][CH:21]=[CH:20][CH:19]=1.CCN=C=NCCCN(C)C.Cl.C1C=CC2N(O)N=NC=2C=1.[NH4+].[Cl-]. Product: [Si:17]([O:34][CH2:35][C:36]([NH:2][NH:1][C:3]([C@@H:5]1[CH2:9][CH2:8][CH2:7][N:6]1[C:10]([O:12][C:13]([CH3:16])([CH3:15])[CH3:14])=[O:11])=[O:4])=[O:37])([C:30]([CH3:32])([CH3:33])[CH3:31])([C:24]1[CH:25]=[CH:26][CH:27]=[CH:28][CH:29]=1)[C:18]1[CH:19]=[CH:20][CH:21]=[CH:22][CH:23]=1. The catalyst class is: 408.